The task is: Predict which catalyst facilitates the given reaction.. This data is from Catalyst prediction with 721,799 reactions and 888 catalyst types from USPTO. Reactant: Cl[C:2]1[N:11]=[C:10]2[C:5]([C:6](=[O:28])[C:7]([C:23]([O:25][CH2:26][CH3:27])=[O:24])=[CH:8][N:9]2[CH2:12][C:13]2[CH:18]=[CH:17][C:16]([O:19][CH3:20])=[CH:15][C:14]=2[O:21][CH3:22])=[CH:4][C:3]=1F.[NH:30]1[CH2:36][CH2:35][CH2:34][C@H:31]1[CH2:32][OH:33].C(N(C(C)C)CC)(C)C.O. Product: [CH3:22][O:21][C:14]1[CH:15]=[C:16]([O:19][CH3:20])[CH:17]=[CH:18][C:13]=1[CH2:12][N:9]1[C:10]2[C:5](=[CH:4][CH:3]=[C:2]([N:30]3[CH2:36][CH2:35][CH2:34][C@H:31]3[CH2:32][OH:33])[N:11]=2)[C:6](=[O:28])[C:7]([C:23]([O:25][CH2:26][CH3:27])=[O:24])=[CH:8]1. The catalyst class is: 10.